Task: Predict which catalyst facilitates the given reaction.. Dataset: Catalyst prediction with 721,799 reactions and 888 catalyst types from USPTO (1) Reactant: [Cl:1][C:2]1[C:3]([CH3:16])=[C:4]([C:8]([F:15])([F:14])[C:9]([O:11]CC)=[O:10])[CH:5]=[CH:6][CH:7]=1.C(O)C.O.[OH-].[Li+]. Product: [Cl:1][C:2]1[C:3]([CH3:16])=[C:4]([C:8]([F:14])([F:15])[C:9]([OH:11])=[O:10])[CH:5]=[CH:6][CH:7]=1. The catalyst class is: 7. (2) Reactant: Br[CH2:2][C:3]([C:5]1[CH:10]=[CH:9][C:8]([F:11])=[CH:7][CH:6]=1)=[O:4].[C:12]1(=[O:22])[NH:16][C:15](=[O:17])[C:14]2=[CH:18][CH:19]=[CH:20][CH:21]=[C:13]12.[K]. Product: [F:11][C:8]1[CH:9]=[CH:10][C:5]([C:3](=[O:4])[CH2:2][N:16]2[C:12](=[O:22])[C:13]3[C:14](=[CH:18][CH:19]=[CH:20][CH:21]=3)[C:15]2=[O:17])=[CH:6][CH:7]=1. The catalyst class is: 12. (3) Reactant: O[CH2:2][C:3]1[CH:12]=[N:11][C:10]2[N:9]3[CH2:13][CH2:14][CH2:15][CH2:16][C@H:8]3[C:7](=[O:17])[NH:6][C:5]=2[CH:4]=1.Cl.[CH2:19]([NH:21][C:22](=[O:36])[C:23]1[CH:28]=[CH:27][C:26]([N:29]2[CH2:34][CH2:33][NH:32][CH2:31][CH2:30]2)=[C:25]([CH3:35])[CH:24]=1)[CH3:20].[I-].C(C[P+](C)(C)C)#N.C(N(CC)C(C)C)(C)C. Product: [CH2:19]([NH:21][C:22](=[O:36])[C:23]1[CH:28]=[CH:27][C:26]([N:29]2[CH2:30][CH2:31][N:32]([CH2:2][C:3]3[CH:12]=[N:11][C:10]4[N:9]5[CH2:13][CH2:14][CH2:15][CH2:16][C@H:8]5[C:7](=[O:17])[NH:6][C:5]=4[CH:4]=3)[CH2:33][CH2:34]2)=[C:25]([CH3:35])[CH:24]=1)[CH3:20]. The catalyst class is: 397. (4) Reactant: N(C([C@@H:6]1[C@@H:11]([N+:12]([O-])=O)[CH2:10][C@@H:9]([C:15]([O:17][CH2:18][CH3:19])=[O:16])[C@@H:8](SC2C=CC(C)=CC=2)[C@H:7]1[O:28][CH:29]([CH2:32][CH3:33])[CH2:30][CH3:31])=O)=[N+]=[N-].O.[NH2:35]N.C[Si](C)(C)Cl.C(=O)([O-])[O-].[K+].[K+].[C:48]([O:51]C(=O)C)(=O)[CH3:49]. Product: [CH3:33][CH2:32][CH:29]([O:28][C@H:7]1[C@H:6]([NH:35][C:48]([CH3:49])=[O:51])[C@@H:11]([NH2:12])[CH2:10][C:9]([C:15]([O:17][CH2:18][CH3:19])=[O:16])=[CH:8]1)[CH2:30][CH3:31]. The catalyst class is: 490. (5) Reactant: C(OC(C1CC[N:11]([C:14](=O)[NH:15][CH2:16][C:17]([C:19]2[CH:24]=[CH:23][C:22]([F:25])=[C:21]([C:26]([F:29])([F:28])[F:27])[CH:20]=2)=O)CC1)=O)(C)(C)C.[C:31]([O-:34])(=[O:33])C.[NH4+:35]. Product: [C:21]([O:34][C:31]([N:35]1[CH2:23][CH2:24][CH:19]([C:14]2[NH:15][CH:16]=[C:17]([C:19]3[CH:24]=[CH:23][C:22]([F:25])=[C:21]([C:26]([F:27])([F:28])[F:29])[CH:20]=3)[N:11]=2)[CH2:17][CH2:16]1)=[O:33])([CH3:26])([CH3:22])[CH3:20]. The catalyst class is: 5. (6) Reactant: [NH2:1][CH2:2][CH2:3][CH2:4][O:5][CH2:6][CH2:7][O:8][CH2:9][CH2:10][O:11][CH2:12][CH2:13][CH2:14][NH:15][C:16](=[O:22])[O:17][C:18]([CH3:21])([CH3:20])[CH3:19].[N:23]([C:26]1[CH:31]=[CH:30][C:29]([C:32]#[C:33][C:34]#[N:35])=[CH:28][CH:27]=1)=[C:24]=[S:25]. Product: [C:18]([O:17][C:16](=[O:22])[NH:15][CH2:14][CH2:13][CH2:12][O:11][CH2:10][CH2:9][O:8][CH2:7][CH2:6][O:5][CH2:4][CH2:3][CH2:2][NH:1][C:24]([NH:23][C:26]1[CH:31]=[CH:30][C:29]([C:32]#[C:33][C:34]#[N:35])=[CH:28][CH:27]=1)=[S:25])([CH3:19])([CH3:21])[CH3:20]. The catalyst class is: 2. (7) Reactant: [F:1][C:2]1[CH:3]=[C:4]([NH:13][C:14]([C@H:16]2[C:25]3[C:20](=[CH:21][C:22]([CH2:26][O:27][CH3:28])=[CH:23][CH:24]=3)[CH2:19][CH2:18][N:17]2[C:29]([C@@H:31]2[CH2:34][C@H:33]([CH2:35][C:36]([OH:38])=[O:37])[CH2:32]2)=[O:30])=[O:15])[CH:5]=[C:6]2[C:10]=1[C:9]([CH3:12])([CH3:11])[CH2:8][CH2:7]2.[OH-].[K+:40]. Product: [C:4](#[N:13])[CH3:3].[F:1][C:2]1[CH:3]=[C:4]([NH:13][C:14]([C@H:16]2[C:25]3[C:20](=[CH:21][C:22]([CH2:26][O:27][CH3:28])=[CH:23][CH:24]=3)[CH2:19][CH2:18][N:17]2[C:29]([C@@H:31]2[CH2:34][C@H:33]([CH2:35][C:36]([O-:38])=[O:37])[CH2:32]2)=[O:30])=[O:15])[CH:5]=[C:6]2[C:10]=1[C:9]([CH3:12])([CH3:11])[CH2:8][CH2:7]2.[K+:40]. The catalyst class is: 10.